Dataset: Catalyst prediction with 721,799 reactions and 888 catalyst types from USPTO. Task: Predict which catalyst facilitates the given reaction. (1) Reactant: [Cl:1][C:2]1[CH:7]=[C:6]([Cl:8])[CH:5]=[CH:4][C:3]=1[C:9]1[CH:14]=[CH:13][N:12]=[C:11]([NH:15][CH:16]([CH3:20])[CH2:17][O:18][CH3:19])[C:10]=1[N+:21]([O-])=O.[NH4+].[OH-].[O-]S(S([O-])=O)=O.[Na+].[Na+]. Product: [Cl:1][C:2]1[CH:7]=[C:6]([Cl:8])[CH:5]=[CH:4][C:3]=1[C:9]1[CH:14]=[CH:13][N:12]=[C:11]([NH:15][CH:16]([CH3:20])[CH2:17][O:18][CH3:19])[C:10]=1[NH2:21]. The catalyst class is: 38. (2) Reactant: [Cl:1][C:2]1[CH:7]=[CH:6][C:5]([C:8](=O)[CH:9]([C:25]2[CH:30]=[CH:29][N:28]=[CH:27][CH:26]=2)[CH2:10][C:11]([C:13]2[CH:18]=[CH:17][C:16]([O:19][CH2:20][CH2:21][N:22]([CH3:24])[CH3:23])=[CH:15][CH:14]=2)=[O:12])=[CH:4][C:3]=1[O:32][CH3:33].O=P12OP3(OP(OP(O3)(O1)=O)(=O)O2)=O.C(=O)([O-])O.[Na+]. Product: [Cl:1][C:2]1[CH:7]=[CH:6][C:5]([C:8]2[O:12][C:11]([C:13]3[CH:18]=[CH:17][C:16]([O:19][CH2:20][CH2:21][N:22]([CH3:23])[CH3:24])=[CH:15][CH:14]=3)=[CH:10][C:9]=2[C:25]2[CH:30]=[CH:29][N:28]=[CH:27][CH:26]=2)=[CH:4][C:3]=1[O:32][CH3:33]. The catalyst class is: 501. (3) Reactant: [CH3:1][O:2][C:3]1[C:8]([O:9][CH3:10])=[CH:7][CH:6]=[CH:5][C:4]=1[CH2:11][CH2:12][C:13]([OH:15])=O. Product: [CH3:1][O:2][C:3]1[C:8]([O:9][CH3:10])=[CH:7][CH:6]=[C:5]2[C:4]=1[CH2:11][CH2:12][C:13]2=[O:15]. The catalyst class is: 501. (4) Product: [C:10]([NH:18][C:19]([NH:8][C:6]1[CH:5]=[C:4]([Br:9])[N:3]=[C:2]([Br:1])[CH:7]=1)=[S:20])(=[O:17])[C:11]1[CH:16]=[CH:15][CH:14]=[CH:13][CH:12]=1. Reactant: [Br:1][C:2]1[CH:7]=[C:6]([NH2:8])[CH:5]=[C:4]([Br:9])[N:3]=1.[C:10]([N:18]=[C:19]=[S:20])(=[O:17])[C:11]1[CH:16]=[CH:15][CH:14]=[CH:13][CH:12]=1. The catalyst class is: 1. (5) Reactant: [C:1]([O:5][C:6]([NH:8][C@@H:9]1[C:23](=[O:24])[N:22]2[CH2:25][C@H:26]([O:28][C:29]3[C:30]4[S:43][CH:42]=[CH:41][C:31]=4[N:32]=[C:33]([C:35]4[CH:40]=[CH:39][CH:38]=[CH:37][N:36]=4)[N:34]=3)[CH2:27][C@H:21]2[C:20](=[O:44])[NH:19][C@:18]2([C:46]([O:48]C)=[O:47])[CH2:45][C@H:17]2[CH:16]=[CH:15][CH2:14][CH2:13][CH2:12][CH2:11][CH2:10]1)=[O:7])([CH3:4])([CH3:3])[CH3:2].O1CCCC1.[OH-].[Li+]. Product: [C:1]([O:5][C:6]([NH:8][C@@H:9]1[C:23](=[O:24])[N:22]2[CH2:25][C@H:26]([O:28][C:29]3[C:30]4[S:43][CH:42]=[CH:41][C:31]=4[N:32]=[C:33]([C:35]4[CH:40]=[CH:39][CH:38]=[CH:37][N:36]=4)[N:34]=3)[CH2:27][C@H:21]2[C:20](=[O:44])[NH:19][C@:18]2([C:46]([OH:48])=[O:47])[CH2:45][C@H:17]2[CH:16]=[CH:15][CH2:14][CH2:13][CH2:12][CH2:11][CH2:10]1)=[O:7])([CH3:4])([CH3:2])[CH3:3]. The catalyst class is: 5. (6) Reactant: [CH3:1][O:2][C:3]1[CH:4]=[C:5]([C:9]2([OH:19])[CH2:18][CH2:17][C:12]3(OCC[O:13]3)[CH2:11][CH2:10]2)[CH:6]=[CH:7][CH:8]=1.O.C(=O)([O-])O.[Na+]. Product: [OH:19][C:9]1([C:5]2[CH:6]=[CH:7][CH:8]=[C:3]([O:2][CH3:1])[CH:4]=2)[CH2:10][CH2:11][C:12](=[O:13])[CH2:17][CH2:18]1. The catalyst class is: 15. (7) Reactant: [CH2:1]([O:8][CH2:9][C@H:10]1[N:14]([S:15]([C:18]2[CH:27]=[CH:26][C:25]3[C:20](=[CH:21][CH:22]=[CH:23][CH:24]=3)[CH:19]=2)(=[O:17])=[O:16])[CH2:13][C@@H:12]([S:28]C(=O)C)[CH2:11]1)[C:2]1[CH:7]=[CH:6][CH:5]=[CH:4][CH:3]=1.C[O-].[Na+].C(O)(=O)C. Product: [CH2:1]([O:8][CH2:9][C@H:10]1[N:14]([S:15]([C:18]2[CH:27]=[CH:26][C:25]3[C:20](=[CH:21][CH:22]=[CH:23][CH:24]=3)[CH:19]=2)(=[O:16])=[O:17])[CH2:13][C@@H:12]([SH:28])[CH2:11]1)[C:2]1[CH:7]=[CH:6][CH:5]=[CH:4][CH:3]=1. The catalyst class is: 5. (8) Reactant: [Cl:1][C:2]1[C:3]([CH3:30])=[C:4]([C:23]2[CH:24]=[N:25][C:26](F)=[CH:27][CH:28]=2)[C:5]([O:21][CH3:22])=[C:6]([CH:8]([N:10]2[C:14]3=[N:15][CH:16]=[N:17][C:18]([NH2:19])=[C:13]3[C:12]([CH3:20])=[N:11]2)[CH3:9])[CH:7]=1.[CH2:31]([CH2:33][NH2:34])[OH:32]. Product: [NH2:19][C:18]1[N:17]=[CH:16][N:15]=[C:14]2[N:10]([CH:8]([C:6]3[C:5]([O:21][CH3:22])=[C:4]([C:23]4[CH:28]=[CH:27][C:26]([NH:34][CH2:33][CH2:31][OH:32])=[N:25][CH:24]=4)[C:3]([CH3:30])=[C:2]([Cl:1])[CH:7]=3)[CH3:9])[N:11]=[C:12]([CH3:20])[C:13]=12. The catalyst class is: 51. (9) Product: [Br:1][C:2]1[CH:3]=[C:4]([CH:25]=[CH:26][C:27]=1[CH2:28][CH3:29])[NH:5][C:6]1[C:15]2[C:10](=[CH:11][CH:12]=[CH:13][CH:14]=2)[C:9]([CH2:16][C:17]2[CH:22]=[CH:21][N:20]=[C:19]([OH:23])[CH:18]=2)=[N:8][N:7]=1. Reactant: [Br:1][C:2]1[CH:3]=[C:4]([CH:25]=[CH:26][C:27]=1[CH2:28][CH3:29])[NH:5][C:6]1[C:15]2[C:10](=[CH:11][CH:12]=[CH:13][CH:14]=2)[C:9]([CH2:16][C:17]2[CH:22]=[CH:21][N:20]=[C:19]([O:23]C)[CH:18]=2)=[N:8][N:7]=1. The catalyst class is: 22. (10) Reactant: C(N(C(C)C)CC)(C)C.[CH2:10]([C:14]1[CH:19]=[C:18](Cl)[N:17]=[C:16]([Cl:21])[N:15]=1)[CH2:11][CH2:12][CH3:13].[CH3:22][NH:23][C@H:24]1[CH2:28][CH2:27][NH:26][CH2:25]1.[C:40]([O:39][C:37](O[C:37]([O:39][C:40]([CH3:43])([CH3:42])[CH3:41])=[O:38])=[O:38])([CH3:43])([CH3:42])[CH3:41]. Product: [CH2:10]([C:14]1[N:15]=[C:16]([Cl:21])[N:17]=[C:18]([N:26]2[CH2:27][CH2:28][C@H:24]([N:23]([CH3:22])[C:37](=[O:38])[O:39][C:40]([CH3:41])([CH3:42])[CH3:43])[CH2:25]2)[CH:19]=1)[CH2:11][CH2:12][CH3:13]. The catalyst class is: 22.